From a dataset of Catalyst prediction with 721,799 reactions and 888 catalyst types from USPTO. Predict which catalyst facilitates the given reaction. (1) Reactant: [Cl:1][C:2]1[C:3]([CH3:20])=[N:4][O:5][C:6]=1[NH:7][S:8]([C:11]1[C:19]2[C:14](=[N:15][CH:16]=[CH:17][CH:18]=2)[S:13][CH:12]=1)(=[O:10])=[O:9].CCN(C(C)C)C(C)C.[CH2:30](Cl)[O:31][CH2:32][CH2:33][O:34][CH3:35]. Product: [Cl:1][C:2]1[C:3]([CH3:20])=[N:4][O:5][C:6]=1[N:7]([CH2:30][O:31][CH2:32][CH2:33][O:34][CH3:35])[S:8]([C:11]1[C:19]2[C:14](=[N:15][CH:16]=[CH:17][CH:18]=2)[S:13][CH:12]=1)(=[O:9])=[O:10]. The catalyst class is: 25. (2) Reactant: [O:1]=[C:2]1[CH2:8][CH2:7][CH2:6][O:5][C:4]2[CH:9]=[C:10]([NH:13][C:14](=[O:20])[O:15][C:16]([CH3:19])([CH3:18])[CH3:17])[CH:11]=[CH:12][C:3]1=2.[H-].[Na+].I[CH3:24]. Product: [CH3:24][N:13]([C:10]1[CH:11]=[CH:12][C:3]2[C:2](=[O:1])[CH2:8][CH2:7][CH2:6][O:5][C:4]=2[CH:9]=1)[C:14](=[O:20])[O:15][C:16]([CH3:17])([CH3:19])[CH3:18]. The catalyst class is: 3. (3) Reactant: C[O:2][C:3](=O)[CH:4]([C:7]1([C:18]#[N:19])[C:15]2[C:10](=[CH:11][CH:12]=[C:13]([Cl:16])[CH:14]=2)[NH:9][C:8]1=[O:17])C#N.Cl.C(O)(=[O:24])C. Product: [Cl:16][C:13]1[CH:14]=[C:15]2[C:7]3([CH2:4][C:3](=[O:2])[NH:19][C:18]3=[O:24])[C:8](=[O:17])[NH:9][C:10]2=[CH:11][CH:12]=1. The catalyst class is: 5. (4) Reactant: [F:1][C:2]1[CH:3]=[C:4]([CH:8]2[CH2:12][CH2:11][CH2:10][N:9]2[C:13]2[CH:18]=[CH:17][N:16]3[N:19]=[CH:20][C:21]([C:22]([OH:24])=O)=[C:15]3[N:14]=2)[CH:5]=[N:6][CH:7]=1.Cl.[CH:26]1([C:29]([NH:31][NH2:32])=[O:30])[CH2:28][CH2:27]1.CCN(C(C)C)C(C)C.CN(C(ON1N=NC2C=CC=NC1=2)=[N+](C)C)C.F[P-](F)(F)(F)(F)F. Product: [CH:26]1([C:29]([NH:31][NH:32][C:22]([C:21]2[CH:20]=[N:19][N:16]3[CH:17]=[CH:18][C:13]([N:9]4[CH2:10][CH2:11][CH2:12][CH:8]4[C:4]4[CH:5]=[N:6][CH:7]=[C:2]([F:1])[CH:3]=4)=[N:14][C:15]=23)=[O:24])=[O:30])[CH2:28][CH2:27]1. The catalyst class is: 18. (5) Reactant: C1COCC1.[BH4-].[Na+].[C:8]([NH:11][C@H:12]([C@H:18]([OH:34])[CH2:19][CH2:20][CH2:21][CH2:22][CH2:23][CH2:24][CH2:25][CH2:26][CH2:27][CH2:28][CH2:29][CH2:30][CH2:31][CH2:32][CH3:33])[C:13](OCC)=[O:14])(=[O:10])[CH3:9].C(OCC)(=O)C. Product: [C:8]([NH:11][C@H:12]([C@H:18]([OH:34])[CH2:19][CH2:20][CH2:21][CH2:22][CH2:23][CH2:24][CH2:25][CH2:26][CH2:27][CH2:28][CH2:29][CH2:30][CH2:31][CH2:32][CH3:33])[CH2:13][OH:14])(=[O:10])[CH3:9]. The catalyst class is: 6. (6) Reactant: [CH2:1]([C:9]1[CH:14]=[CH:13][C:12]([NH:15][C:16]2[C:17]([C:22]3[CH:27]=[CH:26][C:25]([C:28]4[C:29]([NH:34][C:35]5[CH:40]=[CH:39][C:38]([CH2:41][CH2:42][CH2:43][CH2:44][CH2:45][CH2:46][CH2:47][CH3:48])=[CH:37][CH:36]=5)=[CH:30][CH:31]=[CH:32][CH:33]=4)=[CH:24][CH:23]=3)=[CH:18][CH:19]=[CH:20][CH:21]=2)=[CH:11][CH:10]=1)[CH2:2][CH2:3][CH2:4][CH2:5][CH2:6][CH2:7][CH3:8].CS(C)=O. Product: [CH2:1]([C:9]1[CH:10]=[CH:11][C:12]([N:15]2[C:27]3[C:22](=[CH:23][C:24]4[N:34]([C:35]5[CH:36]=[CH:37][C:38]([CH2:41][CH2:42][CH2:43][CH2:44][CH2:45][CH2:46][CH2:47][CH3:48])=[CH:39][CH:40]=5)[C:29]5[C:28]([C:25]=4[CH:26]=3)=[CH:33][CH:32]=[CH:31][CH:30]=5)[C:17]3[C:16]2=[CH:21][CH:20]=[CH:19][CH:18]=3)=[CH:13][CH:14]=1)[CH2:2][CH2:3][CH2:4][CH2:5][CH2:6][CH2:7][CH3:8]. The catalyst class is: 222.